From a dataset of Reaction yield outcomes from USPTO patents with 853,638 reactions. Predict the reaction yield, written as a fraction of the theoretical maximum amount of product (1.0 means a 100% yield; for example, 0.34 means a 34% yield). (1) The reactants are [NH2:1][C@@H:2]([CH:52]1[CH2:57][CH2:56][S:55][CH2:54][CH2:53]1)[C:3]([N:5]1[CH2:9][CH2:8][CH2:7][C@H:6]1[C:10]1[NH:11][C:12]([C:15]2[CH:20]=[CH:19][C:18]([C:21]3[CH:22]=[C:23]4[C:28](=[CH:29][CH:30]=3)[CH:27]=[C:26]([C:31]3[NH:35][C:34]([C@@H:36]5[CH2:40][CH2:39][CH2:38][N:37]5[C:41](=[O:51])[C@@H:42]([NH:46][C:47](=[O:50])[O:48][CH3:49])[CH:43]([CH3:45])[CH3:44])=[N:33][CH:32]=3)[CH:25]=[CH:24]4)=[CH:17][CH:16]=2)=[CH:13][N:14]=1)=[O:4].C([O-])([O-])=O.[Na+].[Na+].Cl[C:65]([O:67][CH3:68])=[O:66]. The catalyst is O. The product is [CH3:68][O:67][C:65](=[O:66])[NH:1][C@@H:2]([CH:52]1[CH2:53][CH2:54][S:55][CH2:56][CH2:57]1)[C:3]([N:5]1[CH2:9][CH2:8][CH2:7][C@H:6]1[C:10]1[NH:11][C:12]([C:15]2[CH:20]=[CH:19][C:18]([C:21]3[CH:30]=[CH:29][C:28]4[C:23](=[CH:24][CH:25]=[C:26]([C:31]5[NH:35][C:34]([C@@H:36]6[CH2:40][CH2:39][CH2:38][N:37]6[C:41](=[O:51])[C@@H:42]([NH:46][C:47]([O:48][CH3:49])=[O:50])[CH:43]([CH3:44])[CH3:45])=[N:33][CH:32]=5)[CH:27]=4)[CH:22]=3)=[CH:17][CH:16]=2)=[CH:13][N:14]=1)=[O:4]. The yield is 0.650. (2) The reactants are [F:1][C:2]([F:28])([F:27])[C:3]1[CH:8]=[CH:7][C:6]([C:9]2[C:10]([C:15]([NH:17][C:18]3[CH:19]=[C:20]([C:24]([OH:26])=O)[N:21]([CH3:23])[CH:22]=3)=[O:16])=[CH:11][CH:12]=[CH:13][CH:14]=2)=[CH:5][CH:4]=1.[CH2:29]1[C:34]2([CH2:39][CH2:38][CH2:37][CH2:36][CH2:35]2)[CH2:33][CH2:32][N:31]([C:40]2[CH:47]=[CH:46][C:43]([CH2:44][NH2:45])=[CH:42][CH:41]=2)[CH2:30]1.CN(C(ON1N=NC2C=CC=CC1=2)=[N+](C)C)C.[B-](F)(F)(F)F.C(N(CC)CC)C. The catalyst is O1CCCC1. The product is [CH2:29]1[C:34]2([CH2:35][CH2:36][CH2:37][CH2:38][CH2:39]2)[CH2:33][CH2:32][N:31]([C:40]2[CH:47]=[CH:46][C:43]([CH2:44][NH:45][C:24]([C:20]3[N:21]([CH3:23])[CH:22]=[C:18]([NH:17][C:15]([C:10]4[C:9]([C:6]5[CH:7]=[CH:8][C:3]([C:2]([F:1])([F:28])[F:27])=[CH:4][CH:5]=5)=[CH:14][CH:13]=[CH:12][CH:11]=4)=[O:16])[CH:19]=3)=[O:26])=[CH:42][CH:41]=2)[CH2:30]1. The yield is 0.650. (3) The reactants are CN(C(ON1N=NC2C=CC=NC1=2)=[N+](C)C)C.F[P-](F)(F)(F)(F)F.[F:25][C:26]1[CH:27]=[C:28]([NH:37][C:38]([C@H:40]2[C:49]3[C:44](=[CH:45][C:46]([O:50][CH2:51][CH3:52])=[CH:47][CH:48]=3)[CH2:43][CH2:42][NH:41]2)=[O:39])[CH:29]=[C:30]([F:36])[C:31]=1[Si:32]([CH3:35])([CH3:34])[CH3:33].CCN(C(C)C)C(C)C.[C@H:62]1([C:69](O)=[O:70])[CH2:65][C@H:64]([C:66]([OH:68])=[O:67])[CH2:63]1.C(=O)([O-])O.[Na+]. The catalyst is CN(C=O)C.O.C(#N)C. The product is [F:25][C:26]1[CH:27]=[C:28]([NH:37][C:38]([C@H:40]2[C:49]3[C:44](=[CH:45][C:46]([O:50][CH2:51][CH3:52])=[CH:47][CH:48]=3)[CH2:43][CH2:42][N:41]2[C:69]([C@H:62]2[CH2:65][C@H:64]([C:66]([OH:68])=[O:67])[CH2:63]2)=[O:70])=[O:39])[CH:29]=[C:30]([F:36])[C:31]=1[Si:32]([CH3:33])([CH3:35])[CH3:34]. The yield is 0.205.